From a dataset of Forward reaction prediction with 1.9M reactions from USPTO patents (1976-2016). Predict the product of the given reaction. (1) Given the reactants [F:1][C:2]1[CH:7]=[CH:6][C:5]([C:8]([C:12]2[CH:17]=[CH:16][C:15]([F:18])=[CH:14][CH:13]=2)(O)[CH2:9][CH3:10])=[CH:4][CH:3]=1.O.C1(C)C=CC(S(O)(=O)=O)=CC=1, predict the reaction product. The product is: [F:1][C:2]1[CH:3]=[CH:4][C:5]([C:8]([C:12]2[CH:13]=[CH:14][C:15]([F:18])=[CH:16][CH:17]=2)=[CH:9][CH3:10])=[CH:6][CH:7]=1. (2) Given the reactants [C:1]([OH:6])(=[O:5])[C:2]([CH3:4])=[CH2:3].C(N([CH2:12][CH3:13])CC)C, predict the reaction product. The product is: [C:1]([OH:6])(=[O:5])[C:2]([CH3:4])=[CH2:3].[C:1]1(=[O:6])[O:5][CH:2]1[CH2:12][CH3:13]. (3) Given the reactants [Br:1][C:2]1[CH:3]=[C:4](S(C)(=O)=O)[C:5]2[N:6]([C:8]([C:11]3[CH:22]=[CH:21][C:14]([C:15]([NH:17][CH:18]4[CH2:20][CH2:19]4)=[O:16])=[C:13]([CH3:23])[CH:12]=3)=[CH:9][N:10]=2)[N:7]=1.[O:28]1[CH2:31][CH:30]([CH2:32][NH2:33])[CH2:29]1.CCN(C(C)C)C(C)C, predict the reaction product. The product is: [Br:1][C:2]1[CH:3]=[C:4]([NH:33][CH2:32][CH:30]2[CH2:31][O:28][CH2:29]2)[C:5]2[N:6]([C:8]([C:11]3[CH:22]=[CH:21][C:14]([C:15]([NH:17][CH:18]4[CH2:20][CH2:19]4)=[O:16])=[C:13]([CH3:23])[CH:12]=3)=[CH:9][N:10]=2)[N:7]=1. (4) The product is: [CH3:27][C:28]1[C:32]([NH:33][C:34](=[O:35])[C:36]2[CH:43]=[CH:42][C:39]([C:40]3[NH:10][C:9]4[CH:8]=[CH:7][C:6]([NH:13][C:14](=[O:26])[C:15]5[CH:20]=[CH:19][C:18]([N:21]6[CH2:25][CH2:24][CH2:23][CH2:22]6)=[CH:17][CH:16]=5)=[CH:5][C:4]=4[N:1]=3)=[CH:38][CH:37]=2)=[CH:31][NH:30][N:29]=1. Given the reactants [N+:1]([C:4]1[CH:5]=[C:6]([NH:13][C:14](=[O:26])[C:15]2[CH:20]=[CH:19][C:18]([N:21]3[CH2:25][CH2:24][CH2:23][CH2:22]3)=[CH:17][CH:16]=2)[CH:7]=[CH:8][C:9]=1[N+:10]([O-])=O)([O-])=O.[CH3:27][C:28]1[C:32]([NH:33][C:34]([C:36]2[CH:43]=[CH:42][C:39]([CH:40]=O)=[CH:38][CH:37]=2)=[O:35])=[CH:31][NH:30][N:29]=1, predict the reaction product. (5) The product is: [C:12]([SiH2:16][O:17][C:18]([CH3:27])([CH3:26])[CH:19]1[CH2:24][C:23]([C:6]#[C:5][Si:2]([CH3:4])([CH3:3])[CH3:1])([OH:25])[CH2:22][CH2:21][O:20]1)([CH3:15])([CH3:13])[CH3:14]. Given the reactants [CH3:1][Si:2]([C:5]#[CH:6])([CH3:4])[CH3:3].[Li]CCCC.[C:12]([SiH2:16][O:17][C:18]([CH3:27])([CH3:26])[CH:19]1[CH2:24][C:23](=[O:25])[CH2:22][CH2:21][O:20]1)([CH3:15])([CH3:14])[CH3:13], predict the reaction product. (6) The product is: [CH2:26]([O:10][C:9]([CH:8]1[CH2:7][S:6][CH:5]([C:12]2[CH:17]=[C:16]([O:18][C:19](=[O:21])[CH3:20])[CH:15]=[CH:14][C:13]=2[OH:22])[N:4]1[C:1](=[O:3])[CH3:2])=[O:11])[CH3:27]. Given the reactants [C:1]([N:4]1[CH:8]([C:9]([OH:11])=[O:10])[CH2:7][S:6][CH:5]1[C:12]1[CH:17]=[C:16]([O:18][C:19](=[O:21])[CH3:20])[CH:15]=[CH:14][C:13]=1[OH:22])(=[O:3])[CH3:2].S1[CH2:27][CH2:26]NC1, predict the reaction product. (7) Given the reactants [Br:1][C:2]1[CH:3]=[C:4]([C:8]2([NH:11][CH2:12][C@@H:13]([OH:32])[C@@H:14]([NH:24][C:25](=O)[O:26]C(C)(C)C)[CH2:15][C:16]3[CH:21]=[C:20]([F:22])[CH:19]=[C:18]([F:23])[CH:17]=3)[CH2:10][CH2:9]2)[CH:5]=[CH:6][CH:7]=1.F[C:34](F)(F)C(O)=O.C1(C)C=CC=CC=1, predict the reaction product. The product is: [Br:1][C:2]1[CH:3]=[C:4]([C:8]2([NH:11][CH2:12][C@@H:13]([OH:32])[C@@H:14]([NH:24][C:25](=[O:26])[CH3:34])[CH2:15][C:16]3[CH:21]=[C:20]([F:22])[CH:19]=[C:18]([F:23])[CH:17]=3)[CH2:9][CH2:10]2)[CH:5]=[CH:6][CH:7]=1. (8) Given the reactants C1(OC)C=CC=CC=1.[C:9]([C:13]1[CH:18]=[CH:17][C:16]([C:19](=[O:53])[CH2:20][N:21]2[CH2:30][CH2:29][C:28]3[C:23](=[CH:24][CH:25]=[C:26]([S:31]([N:34](CC4C=CC(OC)=CC=4OC)[C:35]4[CH:40]=[CH:39][C:38]([F:41])=[CH:37][CH:36]=4)(=[O:33])=[O:32])[CH:27]=3)[CH2:22]2)=[CH:15][CH:14]=1)([CH3:12])([CH3:11])[CH3:10].FC(F)(F)C(O)=O.C(=O)([O-])O.[Na+], predict the reaction product. The product is: [C:9]([C:13]1[CH:18]=[CH:17][C:16]([C:19](=[O:53])[CH2:20][N:21]2[CH2:30][CH2:29][C:28]3[C:23](=[CH:24][CH:25]=[C:26]([S:31]([NH:34][C:35]4[CH:40]=[CH:39][C:38]([F:41])=[CH:37][CH:36]=4)(=[O:32])=[O:33])[CH:27]=3)[CH2:22]2)=[CH:15][CH:14]=1)([CH3:12])([CH3:10])[CH3:11].